From a dataset of Forward reaction prediction with 1.9M reactions from USPTO patents (1976-2016). Predict the product of the given reaction. (1) Given the reactants [H-].[Na+].[C:3]1([CH2:9][C:10]([NH2:12])=[O:11])[CH:8]=[CH:7][CH:6]=[CH:5][CH:4]=1.[O:13]1[C:17]2[CH:18]=[CH:19][CH:20]=[CH:21][C:16]=2[CH:15]=[C:14]1[C:22]1[N:26]2[N:27]=[C:28](Cl)[CH:29]=[CH:30][C:25]2=[N:24][CH:23]=1, predict the reaction product. The product is: [O:13]1[C:17]2[CH:18]=[CH:19][CH:20]=[CH:21][C:16]=2[CH:15]=[C:14]1[C:22]1[N:26]2[N:27]=[C:28]([NH:12][C:10](=[O:11])[CH2:9][C:3]3[CH:8]=[CH:7][CH:6]=[CH:5][CH:4]=3)[CH:29]=[CH:30][C:25]2=[N:24][CH:23]=1. (2) Given the reactants Br[C:2]1[CH:13]=[CH:12][C:5]([CH:6]=[CH:7][C:8]([O:10][CH3:11])=[O:9])=[CH:4][CH:3]=1.[C:14](C1C=CC(B(O)O)=CC=1)#[N:15].CCOC(C)=O.[C:31]1(C)[CH:36]=[CH:35][CH:34]=[CH:33][CH:32]=1, predict the reaction product. The product is: [C:14]([C:13]1[CH:2]=[CH:3][C:4]([C:31]2[CH:36]=[CH:35][CH:34]=[CH:33][CH:32]=2)=[C:5]([CH:6]=[CH:7][C:8]([O:10][CH3:11])=[O:9])[CH:12]=1)#[N:15].